Dataset: Full USPTO retrosynthesis dataset with 1.9M reactions from patents (1976-2016). Task: Predict the reactants needed to synthesize the given product. (1) Given the product [CH3:1][O:2][C:3]1[CH:4]=[CH:5][C:6]([C@@H:9]([N:11]2[C:15](=[O:16])[CH2:14][C@H:13]([C:17]3[CH:18]=[CH:19][CH:20]=[CH:21][CH:22]=3)[C@@H:12]2[C:23]([O:25][CH2:26][CH3:27])=[O:24])[CH3:10])=[CH:7][CH:8]=1, predict the reactants needed to synthesize it. The reactants are: [CH3:1][O:2][C:3]1[CH:8]=[CH:7][C:6]([C@@H:9]([N:11]2[C:15](=[O:16])[CH:14]=[C:13]([C:17]3[CH:22]=[CH:21][CH:20]=[CH:19][CH:18]=3)[CH:12]2[C:23]([O:25][CH2:26][CH3:27])=[O:24])[CH3:10])=[CH:5][CH:4]=1. (2) Given the product [N:29]1[C:21]([NH:20][C@H:18]([C:8]2[C:9]([C:12]3[CH:17]=[CH:16][CH:15]=[CH:14][N:13]=3)=[N:10][C:11]3[C:6]([CH:7]=2)=[CH:5][CH:4]=[CH:3][C:2]=3[C:30]#[N:31])[CH3:19])=[C:22]2[C:26]([NH:25][CH:24]=[N:23]2)=[N:27][CH:28]=1, predict the reactants needed to synthesize it. The reactants are: Cl[C:2]1[CH:3]=[CH:4][CH:5]=[C:6]2[C:11]=1[N:10]=[C:9]([C:12]1[CH:17]=[CH:16][CH:15]=[CH:14][N:13]=1)[C:8]([C@@H:18]([NH:20][C:21]1[N:29]=[CH:28][N:27]=[C:26]3[C:22]=1[N:23]=[CH:24][NH:25]3)[CH3:19])=[CH:7]2.[CH3:30][N:31](C=O)C. (3) Given the product [NH2:1][CH:4]([C:7]1[N:8]([C:18]2[CH:23]=[CH:22][CH:21]=[C:20]([F:24])[CH:19]=2)[C:9](=[O:17])[C:10]2[N:11]([CH:13]=[CH:14][C:15]=2[Cl:16])[CH:12]=1)[CH2:5][CH3:6], predict the reactants needed to synthesize it. The reactants are: [N:1]([CH:4]([C:7]1[N:8]([C:18]2[CH:23]=[CH:22][CH:21]=[C:20]([F:24])[CH:19]=2)[C:9](=[O:17])[C:10]2[N:11]([CH:13]=[CH:14][C:15]=2[Cl:16])[CH:12]=1)[CH2:5][CH3:6])=[N+]=[N-].C1C=CC(P(C2C=CC=CC=2)C2C=CC=CC=2)=CC=1.N.O.